This data is from hERG Central: cardiac toxicity at 1µM, 10µM, and general inhibition. The task is: Predict hERG channel inhibition at various concentrations. (1) Results: hERG_inhib (hERG inhibition (general)): blocker. The compound is O=C(c1ccc(N2CCOCC2)c([N+](=O)[O-])c1)N1CCN(Cc2ccccc2)CC1. (2) The compound is C=CCc1ccc(OCC(O)CN2CCN(Cc3ccccc3)CC2)c(OC)c1.Cl. Results: hERG_inhib (hERG inhibition (general)): blocker. (3) The drug is CCN1CCN(c2c(S(=O)(=O)c3ccc(C)c(C)c3)cnc3ccc(F)cc23)CC1. Results: hERG_inhib (hERG inhibition (general)): blocker. (4) The compound is Cc1occc1-c1nnc(SCC(=O)Nc2nccs2)n1Cc1ccco1. Results: hERG_inhib (hERG inhibition (general)): blocker. (5) The drug is Cc1ccc(OCC(O)CN2CCN(c3ccccn3)CC2)c(C)c1.Cl. Results: hERG_inhib (hERG inhibition (general)): blocker. (6) The drug is COc1ccc(CN2CCN(Cc3ccc(C)cc3)CC2)c(OC)c1.O=C(O)C(=O)O. Results: hERG_inhib (hERG inhibition (general)): blocker. (7) The molecule is N=c1c(C(=O)NCC2CCCO2)cc2c(=O)n3ccccc3nc2n1Cc1ccc(Cl)cc1. Results: hERG_inhib (hERG inhibition (general)): blocker. (8) The molecule is Cc1cc(C)cc(NC(=O)C(OC(=O)Cn2cnc3c2c(=O)n(C)c(=O)n3C)c2ccccc2)c1. Results: hERG_inhib (hERG inhibition (general)): blocker. (9) The compound is c1ccc(-c2csc3ncnc(N4CCN(Cc5ccc6c(c5)OCO6)CC4)c23)cc1. Results: hERG_inhib (hERG inhibition (general)): blocker. (10) Results: hERG_inhib (hERG inhibition (general)): blocker. The drug is Br.CCCCCCCCCn1ccc(=N)cc1.